Task: Predict the reaction yield, written as a fraction of the theoretical maximum amount of product (1.0 means a 100% yield; for example, 0.34 means a 34% yield).. Dataset: Reaction yield outcomes from USPTO patents with 853,638 reactions (1) The reactants are [C:1]1([C@@H:7]2[C@@H:16]3[CH2:17][CH2:18][NH:19][C@@H:15]3[C:14]3[CH:13]=[CH:12][CH:11]=[CH:10][C:9]=3[NH:8]2)[CH:6]=[CH:5][CH:4]=[CH:3][CH:2]=1.[C:20]([NH:28][C@@H:29]1[CH2:34][CH2:33][CH2:32][CH2:31][C@@H:30]1[C:35](O)=[O:36])(=[O:27])[C:21]1[CH:26]=[CH:25][CH:24]=[CH:23][CH:22]=1.C(N(CC)CC)C.CCOC(OC(OCC)=O)=O.C(=O)([O-])O.[Na+]. The catalyst is O1CCCC1.C(#N)C. The product is [C:1]1([C@H:7]2[C@H:16]3[CH2:17][CH2:18][N:19]([C:35]([C@H:30]4[CH2:31][CH2:32][CH2:33][CH2:34][C@H:29]4[NH:28][C:20](=[O:27])[C:21]4[CH:22]=[CH:23][CH:24]=[CH:25][CH:26]=4)=[O:36])[C@H:15]3[C:14]3[CH:13]=[CH:12][CH:11]=[CH:10][C:9]=3[NH:8]2)[CH:2]=[CH:3][CH:4]=[CH:5][CH:6]=1. The yield is 0.620. (2) The reactants are C[O:2][C:3]([C:5]([NH:8][C:9](=[O:18])[C:10]1[CH:15]=[CH:14][C:13]([F:16])=[CH:12][C:11]=1[F:17])([CH3:7])[CH3:6])=[O:4].[OH-].[Na+]. The catalyst is CO. The product is [C:3]([C:5]([NH:8][C:9](=[O:18])[C:10]1[CH:15]=[CH:14][C:13]([F:16])=[CH:12][C:11]=1[F:17])([CH3:7])[CH3:6])([OH:4])=[O:2]. The yield is 0.990.